Dataset: NCI-60 drug combinations with 297,098 pairs across 59 cell lines. Task: Regression. Given two drug SMILES strings and cell line genomic features, predict the synergy score measuring deviation from expected non-interaction effect. (1) Drug 1: C1CCC(CC1)NC(=O)N(CCCl)N=O. Drug 2: CC1=C(C=C(C=C1)NC(=O)C2=CC=C(C=C2)CN3CCN(CC3)C)NC4=NC=CC(=N4)C5=CN=CC=C5. Cell line: SR. Synergy scores: CSS=72.3, Synergy_ZIP=14.8, Synergy_Bliss=13.2, Synergy_Loewe=2.89, Synergy_HSA=12.9. (2) Drug 1: CC1=CC2C(CCC3(C2CCC3(C(=O)C)OC(=O)C)C)C4(C1=CC(=O)CC4)C. Drug 2: CC1C(C(CC(O1)OC2CC(OC(C2O)C)OC3=CC4=CC5=C(C(=O)C(C(C5)C(C(=O)C(C(C)O)O)OC)OC6CC(C(C(O6)C)O)OC7CC(C(C(O7)C)O)OC8CC(C(C(O8)C)O)(C)O)C(=C4C(=C3C)O)O)O)O. Cell line: NCI-H322M. Synergy scores: CSS=-14.1, Synergy_ZIP=14.2, Synergy_Bliss=-4.61, Synergy_Loewe=-5.94, Synergy_HSA=-8.96. (3) Synergy scores: CSS=27.9, Synergy_ZIP=-0.580, Synergy_Bliss=-1.81, Synergy_Loewe=-31.2, Synergy_HSA=-4.86. Drug 1: CNC(=O)C1=CC=CC=C1SC2=CC3=C(C=C2)C(=NN3)C=CC4=CC=CC=N4. Drug 2: CC1C(C(CC(O1)OC2CC(CC3=C2C(=C4C(=C3O)C(=O)C5=C(C4=O)C(=CC=C5)OC)O)(C(=O)C)O)N)O.Cl. Cell line: COLO 205. (4) Drug 1: CCCCCOC(=O)NC1=NC(=O)N(C=C1F)C2C(C(C(O2)C)O)O. Drug 2: C1CC(=O)NC(=O)C1N2C(=O)C3=CC=CC=C3C2=O. Cell line: SK-MEL-5. Synergy scores: CSS=-4.34, Synergy_ZIP=3.02, Synergy_Bliss=0.222, Synergy_Loewe=-2.78, Synergy_HSA=-3.42. (5) Drug 1: CCC1=C2CN3C(=CC4=C(C3=O)COC(=O)C4(CC)O)C2=NC5=C1C=C(C=C5)O. Drug 2: COCCOC1=C(C=C2C(=C1)C(=NC=N2)NC3=CC=CC(=C3)C#C)OCCOC.Cl. Cell line: CAKI-1. Synergy scores: CSS=28.2, Synergy_ZIP=-1.51, Synergy_Bliss=6.58, Synergy_Loewe=-18.5, Synergy_HSA=4.86.